This data is from NCI-60 drug combinations with 297,098 pairs across 59 cell lines. The task is: Regression. Given two drug SMILES strings and cell line genomic features, predict the synergy score measuring deviation from expected non-interaction effect. (1) Drug 1: C1CC(=O)NC(=O)C1N2CC3=C(C2=O)C=CC=C3N. Drug 2: COC1=CC(=CC(=C1O)OC)C2C3C(COC3=O)C(C4=CC5=C(C=C24)OCO5)OC6C(C(C7C(O6)COC(O7)C8=CC=CS8)O)O. Cell line: DU-145. Synergy scores: CSS=15.8, Synergy_ZIP=-4.81, Synergy_Bliss=-9.64, Synergy_Loewe=-52.5, Synergy_HSA=-7.31. (2) Drug 1: CN(C)C1=NC(=NC(=N1)N(C)C)N(C)C. Drug 2: CC12CCC3C(C1CCC2O)C(CC4=C3C=CC(=C4)O)CCCCCCCCCS(=O)CCCC(C(F)(F)F)(F)F. Cell line: CAKI-1. Synergy scores: CSS=-2.90, Synergy_ZIP=-1.94, Synergy_Bliss=-8.10, Synergy_Loewe=-4.16, Synergy_HSA=-5.50. (3) Drug 1: CC(C1=C(C=CC(=C1Cl)F)Cl)OC2=C(N=CC(=C2)C3=CN(N=C3)C4CCNCC4)N. Drug 2: CC1C(C(CC(O1)OC2CC(OC(C2O)C)OC3=CC4=CC5=C(C(=O)C(C(C5)C(C(=O)C(C(C)O)O)OC)OC6CC(C(C(O6)C)O)OC7CC(C(C(O7)C)O)OC8CC(C(C(O8)C)O)(C)O)C(=C4C(=C3C)O)O)O)O. Cell line: SN12C. Synergy scores: CSS=21.8, Synergy_ZIP=0.718, Synergy_Bliss=5.12, Synergy_Loewe=7.93, Synergy_HSA=7.16. (4) Drug 1: C1CN(CCN1C(=O)CCBr)C(=O)CCBr. Drug 2: C(CCl)NC(=O)N(CCCl)N=O. Cell line: EKVX. Synergy scores: CSS=18.5, Synergy_ZIP=-0.527, Synergy_Bliss=3.92, Synergy_Loewe=1.33, Synergy_HSA=3.21. (5) Drug 1: CN(C)C1=NC(=NC(=N1)N(C)C)N(C)C. Drug 2: CCCS(=O)(=O)NC1=C(C(=C(C=C1)F)C(=O)C2=CNC3=C2C=C(C=N3)C4=CC=C(C=C4)Cl)F. Cell line: SK-MEL-5. Synergy scores: CSS=25.5, Synergy_ZIP=2.62, Synergy_Bliss=3.53, Synergy_Loewe=-20.8, Synergy_HSA=-0.865. (6) Drug 1: CCCS(=O)(=O)NC1=C(C(=C(C=C1)F)C(=O)C2=CNC3=C2C=C(C=N3)C4=CC=C(C=C4)Cl)F. Drug 2: C1=NC2=C(N=C(N=C2N1C3C(C(C(O3)CO)O)F)Cl)N. Cell line: NCI-H460. Synergy scores: CSS=38.4, Synergy_ZIP=9.34, Synergy_Bliss=12.4, Synergy_Loewe=-9.11, Synergy_HSA=10.7. (7) Drug 1: CC1=C2C(C(=O)C3(C(CC4C(C3C(C(C2(C)C)(CC1OC(=O)C(C(C5=CC=CC=C5)NC(=O)OC(C)(C)C)O)O)OC(=O)C6=CC=CC=C6)(CO4)OC(=O)C)O)C)O. Drug 2: C1=CN(C=N1)CC(O)(P(=O)(O)O)P(=O)(O)O. Cell line: MCF7. Synergy scores: CSS=10.5, Synergy_ZIP=1.35, Synergy_Bliss=3.83, Synergy_Loewe=4.94, Synergy_HSA=4.44.